This data is from Full USPTO retrosynthesis dataset with 1.9M reactions from patents (1976-2016). The task is: Predict the reactants needed to synthesize the given product. (1) Given the product [Cl:2][C:3]1[N:4]=[CH:5][C:6]([NH:9][C:11]2[CH:16]=[C:15]([F:17])[CH:14]=[CH:13][C:12]=2[N+:18]([O-:20])=[O:19])=[CH:7][CH:8]=1, predict the reactants needed to synthesize it. The reactants are: [Na].[Cl:2][C:3]1[CH:8]=[CH:7][C:6]([NH2:9])=[CH:5][N:4]=1.F[C:11]1[CH:16]=[C:15]([F:17])[CH:14]=[CH:13][C:12]=1[N+:18]([O-:20])=[O:19].C(O)(C)(C)C.Cl. (2) Given the product [Cl:21][C:22]1[CH:30]=[C:29]2[C:25]([C:26]([CH2:19][N:15]3[CH2:16][CH2:17][CH:12]([C:8]4[CH:7]=[C:6]([NH:5][C:3](=[O:4])[CH:2]([CH3:18])[CH3:1])[CH:11]=[CH:10][CH:9]=4)[CH2:13][CH2:14]3)=[CH:27][NH:28]2)=[CH:24][CH:23]=1, predict the reactants needed to synthesize it. The reactants are: [CH3:1][CH:2]([CH3:18])[C:3]([NH:5][C:6]1[CH:11]=[CH:10][CH:9]=[C:8]([CH:12]2[CH2:17][CH2:16][NH:15][CH2:14][CH2:13]2)[CH:7]=1)=[O:4].[CH2:19]=O.[Cl:21][C:22]1[CH:30]=[C:29]2[C:25]([CH:26]=[CH:27][NH:28]2)=[CH:24][CH:23]=1. (3) Given the product [Cl:1][C:2]1[N:3]=[C:4]([N:13]2[CH2:18][CH2:17][O:16][CH2:15][CH2:14]2)[C:5]2[CH:10]=[C:9]([CH2:11][N:27]3[CH2:28][CH2:29][N:24]([S:21]([CH3:20])(=[O:23])=[O:22])[CH2:25][CH2:26]3)[S:8][C:6]=2[N:7]=1, predict the reactants needed to synthesize it. The reactants are: [Cl:1][C:2]1[N:3]=[C:4]([N:13]2[CH2:18][CH2:17][O:16][CH2:15][CH2:14]2)[C:5]2[CH:10]=[C:9]([CH:11]=O)[S:8][C:6]=2[N:7]=1.[Cl-].[CH3:20][S:21]([N:24]1[CH2:29][CH2:28][NH2+:27][CH2:26][CH2:25]1)(=[O:23])=[O:22].C([O-])(=O)C.[Na+].C(OC)(OC)OC.C(O[BH-](OC(=O)C)OC(=O)C)(=O)C.[Na+]. (4) Given the product [CH3:1][O:2][C:3]1[CH:12]=[CH:11][CH:10]=[C:9]2[C:4]=1[CH2:5][CH2:6][N:7]1[C:25](=[O:26])[CH2:24][N:23]=[C:14]([C:15]3[CH:20]=[CH:19][CH:18]=[C:17]([O:21][CH3:22])[CH:16]=3)[CH:13]=[C:8]12, predict the reactants needed to synthesize it. The reactants are: [CH3:1][O:2][C:3]1[CH:12]=[CH:11][CH:10]=[C:9]2[C:4]=1[CH2:5][CH2:6][NH:7]/[C:8]/2=[CH:13]\[C:14](=[N:23]/[CH2:24][C:25](OCC)=[O:26])\[C:15]1[CH:20]=[CH:19][CH:18]=[C:17]([O:21][CH3:22])[CH:16]=1.Cl.C(OC(=O)CN)C. (5) Given the product [Cl:1][C:2]1[N:3]=[CH:4][CH:5]=[C:6]2[C:11]=1[N:10]=[CH:9][C:8]([O:12][CH2:13][C:14]1[S:17][CH:21]=[CH:20][N:19]=1)=[CH:7]2, predict the reactants needed to synthesize it. The reactants are: [Cl:1][C:2]1[N:3]=[CH:4][CH:5]=[C:6]2[C:11]=1[N:10]=[CH:9][C:8]([O:12][CH2:13][CH:14]1CC1)=[CH:7]2.[S:17]1[CH:21]=[CH:20][N:19]=C1CO.ClC1N=CC=C2C=1N=CC(O)=C2. (6) Given the product [Br:35][C:36]1[C:37]([N:46]2[CH2:51][CH2:50][N:49]([CH2:52][C:53]3[CH:54]=[N:55][CH:56]=[CH:57][CH:58]=3)[CH2:48][CH2:47]2)=[C:38]2[N:43]=[C:67]([C:69]3[CH:83]=[CH:82][C:72]([CH2:73][NH:74][C:75](=[O:81])[O:76][C:77]([CH3:80])([CH3:78])[CH3:79])=[CH:71][CH:70]=3)[NH:42][C:39]2=[N:40][CH:41]=1, predict the reactants needed to synthesize it. The reactants are: BrC1C(N2CCN(C(NC3C=CC=CC=3)=O)CC2)=C2N=C(C3C=CC(N(C)C)=CC=3)NC2=NC=1.[Br:35][C:36]1[C:37]([N:46]2[CH2:51][CH2:50][N:49]([CH2:52][C:53]3[CH:54]=[N:55][CH:56]=[CH:57][CH:58]=3)[CH2:48][CH2:47]2)=[C:38]([N+:43]([O-])=O)[C:39]([NH2:42])=[N:40][CH:41]=1.[O-]S(S([O-])=O)=O.[Na+].[Na+].[CH:67]([C:69]1[CH:83]=[CH:82][C:72]([CH2:73][NH:74][C:75](=[O:81])[O:76][C:77]([CH3:80])([CH3:79])[CH3:78])=[CH:71][CH:70]=1)=O. (7) Given the product [CH3:1][O:2][C:3]([CH:5]1[CH2:9][N:8]([S:46]([CH3:45])(=[O:48])=[O:47])[CH:7]2[CH2:10][CH2:11][N:12]([C:13](=[O:35])[CH:14]([NH:21][C:22](=[O:34])[CH:23]([N:25]([C:27]([O:29][C:30]([CH3:31])([CH3:33])[CH3:32])=[O:28])[CH3:26])[CH3:24])[CH:15]3[CH2:20][CH2:19][CH2:18][CH2:17][CH2:16]3)[CH:6]12)=[O:4], predict the reactants needed to synthesize it. The reactants are: [CH3:1][O:2][C:3]([CH:5]1[CH2:9][NH:8][CH:7]2[CH2:10][CH2:11][N:12]([C:13](=[O:35])[CH:14]([NH:21][C:22](=[O:34])[CH:23]([N:25]([C:27]([O:29][C:30]([CH3:33])([CH3:32])[CH3:31])=[O:28])[CH3:26])[CH3:24])[CH:15]3[CH2:20][CH2:19][CH2:18][CH2:17][CH2:16]3)[CH:6]12)=[O:4].CCN(C(C)C)C(C)C.[CH3:45][S:46](Cl)(=[O:48])=[O:47]. (8) Given the product [CH2:23]([O:22][C:20]([C:10]1[C:2]([CH3:1])=[C:3]2[C:7](=[CH:8][CH:9]=1)[C:6](=[O:19])[O:5][CH2:4]2)=[CH2:21])[CH2:24][CH2:25][CH3:26], predict the reactants needed to synthesize it. The reactants are: [CH3:1][C:2]1[C:10](OS(C(F)(F)F)(=O)=O)=[CH:9][CH:8]=[C:7]2[C:3]=1[CH2:4][O:5][C:6]2=[O:19].[CH:20]([O:22][CH2:23][CH2:24][CH2:25][CH3:26])=[CH2:21].CCN(CC)CC.C1C=CC(P(C2C=CC=CC=2)CCCP(C2C=CC=CC=2)C2C=CC=CC=2)=CC=1. (9) Given the product [CH2:1]([O:3][C:4](=[O:29])[CH:5]([C:13]1[N:14]([CH3:31])[C:15]2[C:20]([C:21]=1[S:22][C:23]([CH3:24])([CH3:25])[CH3:26])=[CH:19][C:18]([O:27][CH3:28])=[CH:17][CH:16]=2)[CH2:6][C:7]1[CH:8]=[CH:9][CH:10]=[CH:11][CH:12]=1)[CH3:2], predict the reactants needed to synthesize it. The reactants are: [CH2:1]([O:3][C:4](=[O:29])[CH:5]([C:13]1[NH:14][C:15]2[C:20]([C:21]=1[S:22][C:23]([CH3:26])([CH3:25])[CH3:24])=[CH:19][C:18]([O:27][CH3:28])=[CH:17][CH:16]=2)[CH2:6][C:7]1[CH:12]=[CH:11][CH:10]=[CH:9][CH:8]=1)[CH3:2].I[CH3:31]. (10) The reactants are: Br[C:2]1[CH:7]=[CH:6][C:5]([S:8]([NH:11][C:12]2[CH:21]=[C:20]([F:22])[C:15]([C:16]([O:18]C)=[O:17])=[C:14]([F:23])[CH:13]=2)(=[O:10])=[O:9])=[CH:4][CH:3]=1.F[C:25]1[CH:30]=[C:29](B(O)O)[CH:28]=[CH:27][N:26]=1.[C:34](=[O:37])([O-])[O-:35].[Na+].[Na+]. Given the product [C:15]([O:35][C:34]([N:26]1[CH2:27][CH:28]=[C:29]([C:2]2[CH:3]=[CH:4][C:5]([S:8]([NH:11][C:12]3[CH:21]=[C:20]([F:22])[C:15]([C:16]([OH:18])=[O:17])=[C:14]([F:23])[CH:13]=3)(=[O:10])=[O:9])=[CH:6][CH:7]=2)[CH2:30][CH2:25]1)=[O:37])([CH3:20])([CH3:16])[CH3:14], predict the reactants needed to synthesize it.